Dataset: Catalyst prediction with 721,799 reactions and 888 catalyst types from USPTO. Task: Predict which catalyst facilitates the given reaction. (1) Product: [CH2:1]([C:3]1[CH:4]=[C:5]([C:12]2([C:14]3[C:23]4[C:18](=[CH:19][CH:20]=[CH:21][CH:22]=4)[CH:17]=[CH:16][CH:15]=3)[O:35][CH2:24][CH2:34][O:13]2)[CH:6]=[CH:7][C:8]=1[N+:9]([O-:11])=[O:10])[CH3:2]. Reactant: [CH2:1]([C:3]1[CH:4]=[C:5]([C:12]([C:14]2[C:23]3[C:18](=[CH:19][CH:20]=[CH:21][CH:22]=3)[CH:17]=[CH:16][CH:15]=2)=[O:13])[CH:6]=[CH:7][C:8]=1[N+:9]([O-:11])=[O:10])[CH3:2].[C:24]1([CH3:34])C=CC(S(O)(=O)=O)=CC=1.[OH2:35]. The catalyst class is: 11. (2) Product: [Cl:16][C:10]1[CH:11]=[CH:12][CH:13]=[C:14]([Cl:15])[C:9]=1[C:4]1[CH:5]=[C:6]([F:8])[CH:7]=[C:2]([OH:25])[C:3]=1[O:17][CH3:18]. Reactant: Br[C:2]1[C:3]([O:17][CH3:18])=[C:4]([C:9]2[C:14]([Cl:15])=[CH:13][CH:12]=[CH:11][C:10]=2[Cl:16])[CH:5]=[C:6]([F:8])[CH:7]=1.C([Mg]Cl)(C)C.B(OC(C)C)(OC(C)C)[O:25]C(C)C.OO.Cl. The catalyst class is: 20. (3) Reactant: C([O:5][C:6](=[O:40])[C:7]1[CH:12]=[CH:11][CH:10]=[C:9]([CH2:13][CH:14]([NH:28][C:29](=[O:37])[CH2:30][CH2:31][N:32]2[CH:36]=[CH:35][N:34]=[CH:33]2)[B:15]2[O:23]C3C(C)(C4CC(C3)C4(C)C)[O:16]2)[C:8]=1OC)(C)(C)C.B(Br)(Br)Br. Product: [OH:16][B:15]1[CH:14]([NH:28][C:29](=[O:37])[CH2:30][CH2:31][N:32]2[CH:36]=[CH:35][N:34]=[CH:33]2)[CH2:13][C:9]2[CH:10]=[CH:11][CH:12]=[C:7]([C:6]([OH:5])=[O:40])[C:8]=2[O:23]1. The catalyst class is: 4. (4) Reactant: F[C:2]1[C:11]([N+:12]([O-:14])=[O:13])=[CH:10][C:5]([C:6]([O:8][CH3:9])=[O:7])=[C:4]([O:15][CH3:16])[CH:3]=1.CCN(C(C)C)C(C)C.[CH3:26][O:27][C:28]1[CH:33]=[CH:32][C:31]([CH2:34][NH2:35])=[CH:30][CH:29]=1. Product: [CH3:16][O:15][C:4]1[CH:3]=[C:2]([NH:35][CH2:34][C:31]2[CH:32]=[CH:33][C:28]([O:27][CH3:26])=[CH:29][CH:30]=2)[C:11]([N+:12]([O-:14])=[O:13])=[CH:10][C:5]=1[C:6]([O:8][CH3:9])=[O:7]. The catalyst class is: 35. (5) Product: [Br:31][CH2:10][CH2:9][CH2:8][C:5]1[CH:6]=[CH:7][C:2]([Cl:1])=[CH:3][CH:4]=1. The catalyst class is: 2. Reactant: [Cl:1][C:2]1[CH:7]=[CH:6][C:5]([CH2:8][CH2:9][CH2:10]O)=[CH:4][CH:3]=1.C1(P(C2C=CC=CC=2)C2C=CC=CC=2)C=CC=CC=1.[Br:31]N1C(=O)CCC1=O. (6) Reactant: [F:1][C:2]1[CH:7]=[CH:6][CH:5]=[CH:4][C:3]=1[C:8]1[C:20]2[C:19]3[C:14](=[CH:15][C:16]([N:21]4[CH2:26][CH2:25][O:24][CH2:23][CH2:22]4)=[CH:17][CH:18]=3)[NH:13][C:12]=2[C:11]([C:27]([O:29]CC)=[O:28])=[N:10][CH:9]=1.[OH-].[Na+]. Product: [F:1][C:2]1[CH:7]=[CH:6][CH:5]=[CH:4][C:3]=1[C:8]1[C:20]2[C:19]3[C:14](=[CH:15][C:16]([N:21]4[CH2:22][CH2:23][O:24][CH2:25][CH2:26]4)=[CH:17][CH:18]=3)[NH:13][C:12]=2[C:11]([C:27]([OH:29])=[O:28])=[N:10][CH:9]=1. The catalyst class is: 5.